From a dataset of Reaction yield outcomes from USPTO patents with 853,638 reactions. Predict the reaction yield, written as a fraction of the theoretical maximum amount of product (1.0 means a 100% yield; for example, 0.34 means a 34% yield). (1) The reactants are [NH2:1][C:2]1[C:3](=[O:14])[N:4]([CH2:10][CH2:11][CH2:12][CH3:13])[C:5]([CH3:9])=[C:6]([CH3:8])[CH:7]=1.[F:15][C:16]1[CH:24]=[CH:23][C:19]([C:20](Cl)=[O:21])=[CH:18][CH:17]=1. The catalyst is N1C=CC=CC=1.O1CCCC1.C(OCC)(=O)C. The product is [CH2:10]([N:4]1[C:5]([CH3:9])=[C:6]([CH3:8])[CH:7]=[C:2]([NH:1][C:20](=[O:21])[C:19]2[CH:23]=[CH:24][C:16]([F:15])=[CH:17][CH:18]=2)[C:3]1=[O:14])[CH2:11][CH2:12][CH3:13]. The yield is 0.542. (2) The reactants are [F:1][C:2]1([F:24])[O:6][C:5]2[CH:7]=[CH:8][CH:9]=[C:10]([N:11]3[CH:16]=[C:15]([O:17][CH3:18])[C:14](=[O:19])[C:13]([C:20]([O:22]C)=[O:21])=[N:12]3)[C:4]=2[O:3]1.[OH-].[Na+]. The catalyst is C1COCC1.CO. The product is [F:24][C:2]1([F:1])[O:6][C:5]2[CH:7]=[CH:8][CH:9]=[C:10]([N:11]3[CH:16]=[C:15]([O:17][CH3:18])[C:14](=[O:19])[C:13]([C:20]([OH:22])=[O:21])=[N:12]3)[C:4]=2[O:3]1. The yield is 0.970. (3) The reactants are Br[C:2]1[CH:3]=[N:4][C:5]([NH:8][CH2:9][CH2:10][CH2:11][O:12][C:13]2[CH:14]=[C:15]3[C:19](=[CH:20][CH:21]=2)[C@H:18]([CH2:22][C:23]([O:25]CC)=[O:24])[CH2:17][CH2:16]3)=[N:6][CH:7]=1.[CH2:28]([C:30]1[CH:35]=[CH:34][C:33](B(O)O)=[CH:32][CH:31]=1)[CH3:29].[CH2:39](Cl)Cl.C([O-])([O-])=O.[Na+].[Na+].[Li+].[OH-]. The catalyst is C1COCC1.O.CCO.C1C=CC(P(C2C=CC=CC=2)[C-]2C=CC=C2)=CC=1.C1C=CC(P(C2C=CC=CC=2)[C-]2C=CC=C2)=CC=1.Cl[Pd]Cl.[Fe+2].O1CCOCC1.C1(C)C=CC=CC=1. The product is [CH2:28]([C:30]1[CH:35]=[CH:34][C:33]([C:2]2[CH:3]=[N:4][C:5]([N:8]([CH3:39])[CH2:9][CH2:10][CH2:11][O:12][C:13]3[CH:14]=[C:15]4[C:19](=[CH:20][CH:21]=3)[C@H:18]([CH2:22][C:23]([OH:25])=[O:24])[CH2:17][CH2:16]4)=[N:6][CH:7]=2)=[CH:32][CH:31]=1)[CH3:29]. The yield is 0.610. (4) The reactants are [Br:1][CH2:2][CH2:3][CH2:4][CH2:5][CH2:6][C:7]1[CH:12]=[CH:11][C:10]([C:13]2[CH:18]=[CH:17][CH:16]=[CH:15][CH:14]=2)=[CH:9][CH:8]=1.[N:19]1[CH:24]=[CH:23][CH:22]=[CH:21][C:20]=1[CH3:25]. No catalyst specified. The product is [Br-:1].[C:10]1([C:13]2[CH:18]=[CH:17][CH:16]=[CH:15][CH:14]=2)[CH:11]=[CH:12][C:7]([CH2:6][CH2:5][CH2:4][CH2:3][CH2:2][N+:19]2[CH:24]=[CH:23][CH:22]=[CH:21][C:20]=2[CH3:25])=[CH:8][CH:9]=1. The yield is 0.840.